Dataset: Forward reaction prediction with 1.9M reactions from USPTO patents (1976-2016). Task: Predict the product of the given reaction. (1) Given the reactants [Br:1][C:2]1[CH:7]=[CH:6][C:5]([CH2:8][C:9]#[N:10])=[CH:4][CH:3]=1.[CH2:11](Cl)[CH2:12]Br, predict the reaction product. The product is: [Br:1][C:2]1[CH:7]=[CH:6][C:5]([C:8]2([C:9]#[N:10])[CH2:12][CH2:11]2)=[CH:4][CH:3]=1. (2) Given the reactants [Cl:1][C:2]1[CH:3]=[C:4]([CH:7]=[C:8]([Cl:27])[C:9]=1[C:10]1[S:11][C:12]2[C:13]([NH:19][C:20]3[CH:25]=[C:24](Cl)[N:23]=[CH:22][N:21]=3)=[N:14][CH:15]=[CH:16][C:17]=2[N:18]=1)[C:5]#[N:6].Br[C:29]1[C:34]2SC(C3C(Cl)=CC(C#N)=CC=3Cl)=NC=2C=C[N:30]=1.NC1C=C(Cl)N=CC=1.CC1(C)C2C(=C(P(C3C=CC=CC=3)C3C=CC=CC=3)C=CC=2)[O:77]C2C(P(C3C=CC=CC=3)C3C=CC=CC=3)=CC=CC1=2.C(=O)([O-])[O-].[Cs+].[Cs+], predict the reaction product. The product is: [Cl:27][C:8]1[CH:7]=[C:4]([CH:3]=[C:2]([Cl:1])[C:9]=1[C:10]1[S:11][C:12]2[C:13]([NH:19][C:20]3[CH:25]=[C:24]([NH:30][CH2:29][CH2:34][OH:77])[N:23]=[CH:22][N:21]=3)=[N:14][CH:15]=[CH:16][C:17]=2[N:18]=1)[C:5]#[N:6]. (3) Given the reactants [CH2:1]([O:3][C:4]([N:6]1[CH:14]2[CH:9]([C:10](O)([C:15]#[C:16][C:17]3[CH:22]=[CH:21][CH:20]=[CH:19][CH:18]=3)[CH2:11][CH2:12][CH2:13]2)[CH2:8][CH2:7]1)=[O:5])[CH3:2].C(N(CC)CC)C.P(Cl)(Cl)(Cl)=O.[OH-].[Na+].C(O)(=O)CC(CC(O)=O)(C(O)=O)O, predict the reaction product. The product is: [CH2:1]([O:3][C:4]([N:6]1[CH:14]2[C:9](=[C:10]([C:15]#[C:16][C:17]3[CH:22]=[CH:21][CH:20]=[CH:19][CH:18]=3)[CH2:11][CH2:12][CH2:13]2)[CH2:8][CH2:7]1)=[O:5])[CH3:2]. (4) Given the reactants N[C:2]1[CH:7]=[CH:6][C:5]([Cl:8])=[CH:4][N:3]=1.C[Si]([N-][Si](C)(C)C)(C)C.[K+].C1(C)C=CC=CC=1.ClC1C=C2C([O:34][C:35](=O)[NH:36]C2=CC=1)=O, predict the reaction product. The product is: [Cl:8][C:5]1[CH:6]=[CH:7][C:2]([C:35]([NH2:36])=[O:34])=[N:3][CH:4]=1. (5) Given the reactants [F:1][C:2]1[N:7]=[CH:6][C:5]([CH2:8][N:9]2[CH2:14][CH2:13][CH:12]([OH:15])[CH2:11][CH2:10]2)=[C:4](I)[CH:3]=1.[N:17]1([CH2:22][CH2:23][NH:24][C:25]2[N:30]=[C:29]([C:31]3[S:35][C:34]4[C:36](B5OC(C)(C)C(C)(C)O5)=[CH:37][CH:38]=[CH:39][C:33]=4[CH:32]=3)[C:28]([F:49])=[CH:27][N:26]=2)[CH:21]=[CH:20][N:19]=[N:18]1.[C:50](=[O:53])([O-:52])[O-:51].[Na+].[Na+], predict the reaction product. The product is: [C:50](=[O:51])([OH:53])[O-:52].[NH4+:7].[N:17]1([CH2:22][CH2:23][NH:24][C:25]2[N:30]=[C:29]([C:31]3[S:35][C:34]4[C:36]([C:4]5[CH:3]=[C:2]([F:1])[N:7]=[CH:6][C:5]=5[CH2:8][N:9]5[CH2:14][CH2:13][CH:12]([OH:15])[CH2:11][CH2:10]5)=[CH:37][CH:38]=[CH:39][C:33]=4[CH:32]=3)[C:28]([F:49])=[CH:27][N:26]=2)[CH:21]=[CH:20][N:19]=[N:18]1.